The task is: Binary Classification. Given a drug SMILES string, predict its activity (active/inactive) in a high-throughput screening assay against a specified biological target.. This data is from Serine/threonine kinase 33 screen with 319,792 compounds. (1) The drug is s1c(C(=O)N2c3c(NC(=O)C2)cccc3)c(cc1)C. The result is 0 (inactive). (2) The drug is S(c1nc(NC(=O)NCCCC)[nH]n1)CC(OCC)=O. The result is 0 (inactive). (3) The drug is S(=O)(=O)(NCCSCc1occc1)C. The result is 0 (inactive). (4) The drug is Brc1cc(c2nc(sc2)NC(=S)NC(=O)c2ccccc2)ccc1OC. The result is 0 (inactive). (5) The result is 0 (inactive). The drug is FC(F)(F)c1cc(N2CCN(C3CCCN(C3)C(=O)CCn3ncnc3)CC2)ccc1. (6) The drug is Fc1c(N2CCN(CC2)CNC(=O)c2cccnc2)cccc1. The result is 0 (inactive). (7) The molecule is O=C(Nc1ccc(C(C)C)cc1)Nc1nccnc1. The result is 0 (inactive). (8) The drug is s1c2c(nc1C(=O)NCc1ccccc1)cccc2. The result is 0 (inactive). (9) The drug is S=C(NNC(=O)c1c2c(nc(c1)c1ccc(OCC)cc1)cccc2)NCC. The result is 0 (inactive).